From a dataset of Retrosynthesis with 50K atom-mapped reactions and 10 reaction types from USPTO. Predict the reactants needed to synthesize the given product. (1) Given the product O=C(O)C1Cc2nc(-c3ccc(OC4CC(N5CCCCC5)C4)cc3)sc2C1, predict the reactants needed to synthesize it. The reactants are: CCOC(=O)C1Cc2nc(-c3ccc(O[C@H]4C[C@H](N5CCCCC5)C4)cc3)sc2C1. (2) Given the product Cc1nn(-c2c(F)cccc2C#N)cc1C=O, predict the reactants needed to synthesize it. The reactants are: Cc1n[nH]cc1C=O.N#Cc1cccc(F)c1F. (3) Given the product COc1cc(C2Nc3ccc(C(=N)N)cc3C3c4ccccc4CC23)c(-c2ccc(C(=O)NCCN3CCCC3)cc2OC)cc1O, predict the reactants needed to synthesize it. The reactants are: COc1cc(C2Nc3ccc(C(=N)N)cc3C3c4ccccc4CC23)c(-c2ccc(C(=O)O)cc2OC)cc1O.NCCN1CCCC1.